This data is from Catalyst prediction with 721,799 reactions and 888 catalyst types from USPTO. The task is: Predict which catalyst facilitates the given reaction. (1) Reactant: [NH2:1][C:2]1[C:3]([CH3:25])=[C:4]([C:8]2[C:20]3[C:19]4[C:14](=[CH:15][C:16]([Br:21])=[CH:17][CH:18]=4)[NH:13][C:12]=3[C:11]([C:22]([NH2:24])=[O:23])=[N:10][CH:9]=2)[CH:5]=[CH:6][CH:7]=1.[CH:26]([C:28]1[CH:36]=[CH:35][C:34]([O:37][CH3:38])=[CH:33][C:29]=1[C:30]([OH:32])=[O:31])=O.C(O[BH-](OC(=O)C)OC(=O)C)(=O)C.[Na+].C(O)(=O)C. Product: [Br:21][C:16]1[CH:15]=[C:14]2[C:19]([C:20]3[C:8]([C:4]4[C:3]([CH3:25])=[C:2]([NH:1][CH2:26][C:28]5[CH:36]=[CH:35][C:34]([O:37][CH3:38])=[CH:33][C:29]=5[C:30]([OH:32])=[O:31])[CH:7]=[CH:6][CH:5]=4)=[CH:9][N:10]=[C:11]([C:22](=[O:23])[NH2:24])[C:12]=3[NH:13]2)=[CH:18][CH:17]=1. The catalyst class is: 489. (2) Reactant: C(N(C(C)C)CC)(C)C.Cl.[N:11]1([CH2:17][C@@H:18]2[CH2:23][CH2:22][CH2:21][CH2:20][C@H:19]2[NH2:24])[CH2:16][CH2:15][CH2:14][CH2:13][CH2:12]1.[Cl:25][C:26]1[CH:31]=[CH:30][C:29]([N:32]=[C:33]=[O:34])=[CH:28][CH:27]=1. Product: [Cl:25][C:26]1[CH:31]=[CH:30][C:29]([NH:32][C:33]([NH:24][C@@H:19]2[CH2:20][CH2:21][CH2:22][CH2:23][C@H:18]2[CH2:17][N:11]2[CH2:16][CH2:15][CH2:14][CH2:13][CH2:12]2)=[O:34])=[CH:28][CH:27]=1. The catalyst class is: 3. (3) Reactant: C[O:2][C:3]1[C:4]([CH3:37])=[C:5]([C:28]([O:35]C)=[C:29]([O:33][CH3:34])[C:30]=1[O:31][CH3:32])[CH2:6][C:7]1[CH:8]=[CH:9][C:10]([O:21][C:22]2[CH:23]=[N:24][CH:25]=[CH:26][CH:27]=2)=[C:11]([CH:20]=1)[C:12]([N:14]1[CH2:19][CH2:18][CH2:17][CH2:16][CH2:15]1)=[O:13].O=[N+]([O-])[O-].[O-][N+](=O)[O-].[O-][N+](=O)[O-].[O-][N+](=O)[O-].[O-][N+](=O)[O-].[O-][N+](=O)[O-].[Ce+4].[NH4+].[NH4+]. Product: [CH3:32][O:31][C:30]1[C:3](=[O:2])[C:4]([CH3:37])=[C:5]([CH2:6][C:7]2[CH:8]=[CH:9][C:10]([O:21][C:22]3[CH:23]=[N:24][CH:25]=[CH:26][CH:27]=3)=[C:11]([CH:20]=2)[C:12]([N:14]2[CH2:15][CH2:16][CH2:17][CH2:18][CH2:19]2)=[O:13])[C:28](=[O:35])[C:29]=1[O:33][CH3:34]. The catalyst class is: 47. (4) Reactant: [Cl:1][C:2]1[CH:3]=[C:4]([CH:6]=[CH:7][C:8]=1[CH3:9])[NH2:5].[CH:10]1([CH:16]=O)[CH2:15][CH2:14][CH2:13][CH2:12][CH2:11]1.C([BH3-])#N.[Na+]. Product: [Cl:1][C:2]1[CH:3]=[C:4]([CH:6]=[CH:7][C:8]=1[CH3:9])[NH:5][CH2:16][CH:10]1[CH2:15][CH2:14][CH2:13][CH2:12][CH2:11]1. The catalyst class is: 5. (5) Reactant: [N+:1]([C:4]1[C:5]([CH3:11])=[N:6][C:7]([CH3:10])=[CH:8][CH:9]=1)([O-:3])=[O:2].CC(N=NC(C#N)(C)C)(C#N)C.C1C(=O)N([Br:31])C(=O)C1. Product: [Br:31][CH2:10][C:7]1[N:6]=[C:5]([CH3:11])[C:4]([N+:1]([O-:3])=[O:2])=[CH:9][CH:8]=1. The catalyst class is: 138. (6) Reactant: Br[CH2:2][C:3]1[CH:12]=[CH:11][C:6]([C:7]([O:9][CH3:10])=[O:8])=[CH:5][C:4]=1[I:13].[CH3:14][O-:15].[Na+]. The catalyst class is: 5. Product: [I:13][C:4]1[CH:5]=[C:6]([CH:11]=[CH:12][C:3]=1[CH2:2][O:15][CH3:14])[C:7]([O:9][CH3:10])=[O:8].